The task is: Predict the reaction yield, written as a fraction of the theoretical maximum amount of product (1.0 means a 100% yield; for example, 0.34 means a 34% yield).. This data is from Reaction yield outcomes from USPTO patents with 853,638 reactions. (1) The reactants are [CH2:1]([NH:5][CH2:6][CH:7]([CH3:9])[CH3:8])[CH:2]([CH3:4])[CH3:3].[Br:10][C:11]1[CH:16]=[CH:15][C:14](F)=[C:13]([N+:18]([O-:20])=[O:19])[CH:12]=1. The catalyst is C(OCC)(=O)C. The product is [Br:10][C:11]1[CH:16]=[CH:15][C:14]([N:5]([CH2:6][CH:7]([CH3:9])[CH3:8])[CH2:1][CH:2]([CH3:4])[CH3:3])=[C:13]([N+:18]([O-:20])=[O:19])[CH:12]=1. The yield is 0.870. (2) The reactants are [CH:1]([C:3]1[CH:4]=[C:5](B(O)O)[CH:6]=[CH:7][CH:8]=1)=[CH2:2].Br[C:13]1[CH:18]=[CH:17][CH:16]=[CH:15][N:14]=1.C(=O)([O-])[O-].[K+].[K+]. The catalyst is [Pd].C1(P(C2C=CC=CC=2)C2C=CC=CC=2)C=CC=CC=1.C1(P(C2C=CC=CC=2)C2C=CC=CC=2)C=CC=CC=1.C1(P(C2C=CC=CC=2)C2C=CC=CC=2)C=CC=CC=1.C1(P(C2C=CC=CC=2)C2C=CC=CC=2)C=CC=CC=1.O1CCCC1. The product is [CH:1]([C:3]1[CH:4]=[C:5]([C:13]2[CH:18]=[CH:17][CH:16]=[CH:15][N:14]=2)[CH:6]=[CH:7][CH:8]=1)=[CH2:2]. The yield is 0.800. (3) The reactants are [CH3:1][O:2][CH2:3][CH2:4][N:5]1[CH2:9][C@@H:8]([C:10]2[CH:15]=[CH:14][N:13]=[CH:12][CH:11]=2)[C@H:7]([NH:16]C(=O)OCC2C=CC=CC=2)[CH2:6]1.CCO.[C:30]([OH:36])([C:32]([F:35])([F:34])[F:33])=[O:31]. No catalyst specified. The product is [F:33][C:32]([F:35])([F:34])[C:30]([OH:36])=[O:31].[F:33][C:32]([F:35])([F:34])[C:30]([OH:36])=[O:31].[CH3:1][O:2][CH2:3][CH2:4][N:5]1[CH2:9][C@@H:8]([C:10]2[CH:11]=[CH:12][N:13]=[CH:14][CH:15]=2)[C@H:7]([NH2:16])[CH2:6]1. The yield is 1.00. (4) The reactants are [CH3:1][NH2:2].C([O-])([O-])=O.[K+].[K+].Br[CH2:10][C:11]1[N:15]([CH3:16])[N:14]=[C:13]([N+:17]([O-:19])=[O:18])[CH:12]=1. The catalyst is CC(C)=O. The product is [CH3:1][NH:2][CH2:10][C:11]1[N:15]([CH3:16])[N:14]=[C:13]([N+:17]([O-:19])=[O:18])[CH:12]=1. The yield is 0.990. (5) The yield is 0.700. The product is [F:32][C:31]([F:34])([F:33])[C:29]1[CH:28]=[C:5]([CH:4]=[C:3]([C:2]([F:1])([F:36])[F:35])[CH:30]=1)[CH2:6][N:7]1[C:11]([N:37]2[CH2:42][CH2:41][O:40][CH2:39][CH2:38]2)=[C:10]([C:13]([N:15]2[CH2:20][CH2:19][CH2:18][CH:17]([C:21]3[CH:26]=[CH:25][CH:24]=[CH:23][C:22]=3[Cl:27])[CH2:16]2)=[O:14])[N:9]=[N:8]1. The reactants are [F:1][C:2]([F:36])([F:35])[C:3]1[CH:4]=[C:5]([CH:28]=[C:29]([C:31]([F:34])([F:33])[F:32])[CH:30]=1)[CH2:6][N:7]1[C:11](Cl)=[C:10]([C:13]([N:15]2[CH2:20][CH2:19][CH2:18][CH:17]([C:21]3[CH:26]=[CH:25][CH:24]=[CH:23][C:22]=3[Cl:27])[CH2:16]2)=[O:14])[N:9]=[N:8]1.[NH:37]1[CH2:42][CH2:41][O:40][CH2:39][CH2:38]1. No catalyst specified. (6) The reactants are [C:1](N[C@@H](C(O)=O)CO)([O:3][CH2:4][C:5]1[CH:10]=[CH:9][CH:8]=[CH:7][CH:6]=1)=O.C[N:19]1CCOCC1.[CH2:25]([O:29]C(Cl)=O)[CH:26]([CH3:28])[CH3:27].COCC1C=CC(CN)=CC=1. The catalyst is C1COCC1. The product is [CH3:1][O:3][CH2:4][C:5]1[CH:6]=[CH:7][C:8]([CH2:27][CH:26]([CH3:28])[C:25]([NH2:19])=[O:29])=[CH:9][CH:10]=1. The yield is 0.880.